This data is from Experimentally validated miRNA-target interactions with 360,000+ pairs, plus equal number of negative samples. The task is: Binary Classification. Given a miRNA mature sequence and a target amino acid sequence, predict their likelihood of interaction. The miRNA is hsa-miR-507 with sequence UUUUGCACCUUUUGGAGUGAA. The protein sequence of the target gene is MSCERKGLSELRSELYFLIARFLEDGPCQQAAQVLIREVAEKELLPRRTDWTGKEHPRTYQNLVKYYRHLAPDHLLQICHRLGPLLEQEIPQSVPGVQTLLGAGRQSLLRTNKSCKHVVWKGSALAALHCGRPPESPVNYGSPPSIADTLFSRKLNGKYRLERLVPTAVYQHMKMHKRILGHLSSVYCVTFDRTGRRIFTGSDDCLVKIWATDDGRLLATLRGHAAEISDMAVNYENTMIAAGSCDKMIRVWCLRTCAPLAVLQGHSASITSLQFSPLCSGSKRYLSSTGADGTICFWLW.... Result: 1 (interaction).